This data is from Reaction yield outcomes from USPTO patents with 853,638 reactions. The task is: Predict the reaction yield, written as a fraction of the theoretical maximum amount of product (1.0 means a 100% yield; for example, 0.34 means a 34% yield). (1) The reactants are [F:1][C:2]1[CH:3]=[C:4]([CH:7]=[C:8]([OH:11])[C:9]=1[OH:10])[CH:5]=[O:6].[C:12]([O-])([O-])=O.[Cs+].[Cs+].O. The catalyst is CN(C=O)C. The product is [F:1][C:2]1[C:9]2[O:10][CH2:12][O:11][C:8]=2[CH:7]=[C:4]([CH:5]=[O:6])[CH:3]=1. The yield is 0.490. (2) The reactants are [CH2:1]1[O:9][C:8]2[CH:7]=[CH:6][C:5]([OH:10])=[CH:4][C:3]=2[O:2]1.F[C:12]1[CH:17]=[CH:16][CH:15]=[CH:14][C:13]=1[N+:18]([O-:20])=[O:19].[CH2:21]1[O:37][C:36]2[CH:35]=[CH:34][C:25]([O:26][C:27]3[CH:33]=[CH:32][CH:31]=[CH:30][C:28]=3[NH2:29])=[CH:24][C:23]=2[O:22]1.[NH2:38][C:39]1[S:40][CH:41]=[CH:42][N:43]=1. No catalyst specified. The product is [CH2:1]1[O:9][C:8]2[CH:7]=[CH:6][C:5]([O:10][C:12]3[CH:17]=[CH:16][CH:15]=[CH:14][C:13]=3[N+:18]([O-:20])=[O:19])=[CH:4][C:3]=2[O:2]1.[CH2:21]1[O:37][C:36]2[CH:35]=[CH:34][C:25]([O:26][C:27]3[CH:33]=[CH:32][CH:31]=[CH:30][C:28]=3[NH:29][C:5]([NH:38][C:39]3[S:40][CH:41]=[CH:42][N:43]=3)=[O:10])=[CH:24][C:23]=2[O:22]1. The yield is 0.580. (3) The reactants are Cl[C:2]1[C:7]([C:8]#[N:9])=[C:6]([NH:10][C:11]2[CH:16]=[C:15]([O:17][CH3:18])[CH:14]=[C:13]([O:19][CH3:20])[CH:12]=2)[N:5]=[C:4]([S:21][CH3:22])[N:3]=1.[NH4+:23].[OH-]. The catalyst is CN(C=O)C. The product is [NH2:23][C:2]1[C:7]([C:8]#[N:9])=[C:6]([NH:10][C:11]2[CH:16]=[C:15]([O:17][CH3:18])[CH:14]=[C:13]([O:19][CH3:20])[CH:12]=2)[N:5]=[C:4]([S:21][CH3:22])[N:3]=1. The yield is 0.830.